Dataset: Reaction yield outcomes from USPTO patents with 853,638 reactions. Task: Predict the reaction yield, written as a fraction of the theoretical maximum amount of product (1.0 means a 100% yield; for example, 0.34 means a 34% yield). (1) The reactants are [CH3:1][CH2:2][C@H:3]1[O:18][C:16](=[O:17])[C@H:15]([CH3:19])[C@@H:14]([O:20][C@@H:21]2[O:26][C@@H:25]([CH3:27])[C@H:24]([OH:28])[C@@:23]([O:30][CH3:31])([CH3:29])[CH2:22]2)[C@H:13]([CH3:32])[C@@H:12]([O:33][C@@H:34]2[O:39][C@H:38]([CH3:40])[CH2:37][C@H:36]([N:41]([CH3:43])[CH3:42])[C@H:35]2[OH:44])[C@@:11]([OH:46])([CH3:45])[CH2:10][C@@H:9]([CH3:47])[CH2:8][NH:7][C@H:6]([CH3:48])[C@@H:5]([OH:49])[C@@:4]1([OH:51])[CH3:50].C=O.[CH:54](O)=O.O. The catalyst is CC(C)=O. The product is [CH3:1][CH2:2][C@H:3]1[O:18][C:16](=[O:17])[C@H:15]([CH3:19])[C@@H:14]([O:20][C@@H:21]2[O:26][C@@H:25]([CH3:27])[C@H:24]([OH:28])[C@@:23]([O:30][CH3:31])([CH3:29])[CH2:22]2)[C@H:13]([CH3:32])[C@@H:12]([O:33][C@@H:34]2[O:39][C@H:38]([CH3:40])[CH2:37][C@H:36]([N:41]([CH3:43])[CH3:42])[C@H:35]2[OH:44])[C@@:11]([OH:46])([CH3:45])[CH2:10][C@@H:9]([CH3:47])[CH2:8][N:7]([CH3:54])[C@H:6]([CH3:48])[C@@H:5]([OH:49])[C@@:4]1([OH:51])[CH3:50]. The yield is 0.770. (2) The product is [CH2:1]([C@H:8]1[NH:13][CH2:12][CH2:11][N:10]([C:15]2[CH:20]=[CH:19][C:18]([O:21][CH3:22])=[C:17]([O:23][CH:24]3[CH2:28][CH2:27][CH2:26][CH2:25]3)[CH:16]=2)[CH2:9]1)[C:2]1[CH:3]=[CH:4][CH:5]=[CH:6][CH:7]=1. The reactants are [CH2:1]([C@H:8]1[NH:13][C:12](=O)[CH2:11][N:10]([C:15]2[CH:20]=[CH:19][C:18]([O:21][CH3:22])=[C:17]([O:23][CH:24]3[CH2:28][CH2:27][CH2:26][CH2:25]3)[CH:16]=2)[CH2:9]1)[C:2]1[CH:7]=[CH:6][CH:5]=[CH:4][CH:3]=1.[H-].[Al+3].[Li+].[H-].[H-].[H-]. The yield is 0.650. The catalyst is C1COCC1. (3) The reactants are [C:1]([O:5][C:6](=[O:9])[CH2:7][NH2:8])([CH3:4])([CH3:3])[CH3:2].[CH2:10]([CH:12]([CH2:15][CH3:16])[CH:13]=O)[CH3:11]. The catalyst is C(Cl)Cl. The product is [C:1]([O:5][C:6](=[O:9])[CH2:7]/[N:8]=[CH:13]/[CH:12]([CH2:15][CH3:16])[CH2:10][CH3:11])([CH3:4])([CH3:3])[CH3:2]. The yield is 0.940. (4) The reactants are [F:1][C:2]1[CH:7]=[CH:6][C:5]([N:8]2[C:12]([CH2:13][OH:14])=[CH:11][N:10]=[CH:9]2)=[CH:4][CH:3]=1. The catalyst is [O-2].[O-2].[Mn+4].O1CCCC1. The product is [F:1][C:2]1[CH:3]=[CH:4][C:5]([N:8]2[C:12]([CH:13]=[O:14])=[CH:11][N:10]=[CH:9]2)=[CH:6][CH:7]=1. The yield is 0.890.